From a dataset of Reaction yield outcomes from USPTO patents with 853,638 reactions. Predict the reaction yield, written as a fraction of the theoretical maximum amount of product (1.0 means a 100% yield; for example, 0.34 means a 34% yield). (1) The reactants are [Cl:1][C:2]1[CH:3]=[CH:4][C:5]([CH2:8][CH2:9][C:10]2[CH:15]=[CH:14][N:13]([C:16]3[CH:21]=[CH:20][C:19]4[C:22]5[CH2:23][N:24](C(OC(C)(C)C)=O)[CH2:25][CH2:26][C:27]=5[O:28][C:18]=4[CH:17]=3)[C:12](=[O:36])[CH:11]=2)=[N:6][CH:7]=1.Cl. The catalyst is CO.CCOCC. The product is [Cl:1][C:2]1[CH:3]=[CH:4][C:5]([CH2:8][CH2:9][C:10]2[CH:15]=[CH:14][N:13]([C:16]3[CH:21]=[CH:20][C:19]4[C:22]5[CH2:23][NH:24][CH2:25][CH2:26][C:27]=5[O:28][C:18]=4[CH:17]=3)[C:12](=[O:36])[CH:11]=2)=[N:6][CH:7]=1. The yield is 1.00. (2) The reactants are Cl.[CH3:2][N:3]([CH3:21])[CH2:4][CH:5]([C:14]1(O)[CH2:19][CH2:18][CH2:17][CH2:16][CH2:15]1)[C:6]1[CH:11]=[CH:10][C:9]([O:12][CH3:13])=[CH:8][CH:7]=1.C(Cl)Cl.[OH-:25].[Na+]. The catalyst is O. The product is [CH3:2][N:3]([CH2:4][CH:5]([CH:14]1[CH2:19][CH2:18][CH2:17][CH2:16][CH:15]1[OH:25])[C:6]1[CH:11]=[CH:10][C:9]([O:12][CH3:13])=[CH:8][CH:7]=1)[CH3:21]. The yield is 0.945. (3) The reactants are [F:1][C:2]1[C:7]([C:8]([C:10]2[CH:11]=[C:12]3[C:17](=[CH:18][CH:19]=2)[N:16]=[CH:15][C:14]([N:20]2[CH2:25][CH2:24][O:23][CH2:22][CH2:21]2)=[N:13]3)=[O:9])=[C:6]([F:26])[C:5]([F:27])=[CH:4][C:3]=1[NH:28]C(=O)C(C)(C)C.Cl.[OH-].[Na+]. The catalyst is CC(O)=O. The product is [NH2:28][C:3]1[C:2]([F:1])=[C:7]([C:8]([C:10]2[CH:11]=[C:12]3[C:17](=[CH:18][CH:19]=2)[N:16]=[CH:15][C:14]([N:20]2[CH2:25][CH2:24][O:23][CH2:22][CH2:21]2)=[N:13]3)=[O:9])[C:6]([F:26])=[C:5]([F:27])[CH:4]=1. The yield is 0.880. (4) The reactants are [C:1]1([C:7]2[CH:12]=[CH:11][CH:10]=[CH:9][N:8]=2)[CH:6]=[CH:5][CH:4]=[CH:3][CH:2]=1.C(O[CH:17]=[CH:18][C:19]1[CH:24]=[CH:23][CH:22]=[CH:21][CH:20]=1)(=O)C.C1(C)C=CC=CC=1. The catalyst is CCN(CC)CC.CCOC(C)=O.CCCCCC. The product is [CH:17]([C:6]1[CH:5]=[CH:4][CH:3]=[CH:2][C:1]=1[C:7]1[CH:12]=[CH:11][CH:10]=[CH:9][N:8]=1)=[CH:18][C:19]1[CH:24]=[CH:23][CH:22]=[CH:21][CH:20]=1. The yield is 0.690.